This data is from NCI-60 drug combinations with 297,098 pairs across 59 cell lines. The task is: Regression. Given two drug SMILES strings and cell line genomic features, predict the synergy score measuring deviation from expected non-interaction effect. Drug 1: CN(CCCl)CCCl.Cl. Drug 2: C1=NNC2=C1C(=O)NC=N2. Cell line: SK-OV-3. Synergy scores: CSS=5.29, Synergy_ZIP=-2.30, Synergy_Bliss=-2.52, Synergy_Loewe=-3.24, Synergy_HSA=-2.02.